From a dataset of Full USPTO retrosynthesis dataset with 1.9M reactions from patents (1976-2016). Predict the reactants needed to synthesize the given product. (1) The reactants are: [Si]([O:8][CH2:9][C@H:10]1[O:14][C@@H:13]([N:15]2[CH:22]=[CH:21][C:19](=[O:20])[NH:18][C:16]2=[O:17])[C@H:12]([O:23][CH3:24])[C@@H:11]1[O:25][C:26]([C:41]1[CH:46]=[CH:45][CH:44]=[CH:43][CH:42]=1)([C:35]1[CH:40]=[CH:39][CH:38]=[CH:37][CH:36]=1)[C:27]1[CH:32]=[CH:31][C:30]([O:33][CH3:34])=[CH:29][CH:28]=1)(C(C)(C)C)(C)C. Given the product [CH3:34][O:33][C:30]1[CH:29]=[CH:28][C:27]([C:26]([O:25][C@@H:11]2[C@@H:10]([CH2:9][OH:8])[O:14][C@@H:13]([N:15]3[CH:22]=[CH:21][C:19](=[O:20])[NH:18][C:16]3=[O:17])[C@@H:12]2[O:23][CH3:24])([C:35]2[CH:36]=[CH:37][CH:38]=[CH:39][CH:40]=2)[C:41]2[CH:42]=[CH:43][CH:44]=[CH:45][CH:46]=2)=[CH:32][CH:31]=1, predict the reactants needed to synthesize it. (2) The reactants are: [NH2:1][C:2]1[S:3][CH:4]=[C:5]([CH3:12])[C:6]=1[C:7]([O:9]CC)=O.ClC(Cl)(O[C:17](=[O:23])OC(Cl)(Cl)Cl)Cl.C(N(CC)CC)C.[C:32]1([CH2:38][CH2:39][NH2:40])[CH:37]=[CH:36][CH:35]=[CH:34][CH:33]=1. Given the product [CH3:12][C:5]1[C:6]2[C:7](=[O:9])[N:40]([CH2:39][CH2:38][C:32]3[CH:37]=[CH:36][CH:35]=[CH:34][CH:33]=3)[C:17](=[O:23])[NH:1][C:2]=2[S:3][CH:4]=1, predict the reactants needed to synthesize it. (3) Given the product [CH2:39]([N:41]([CH2:2][C:3]1[CH:38]=[CH:37][C:6]([CH2:7][O:8][C:9]2[CH:10]=[C:11]([C:15]3[C:24]4[C:19](=[C:20]([C:25]([F:28])([F:27])[F:26])[CH:21]=[CH:22][CH:23]=4)[N:18]=[CH:17][C:16]=3[C:29]([C:31]3[CH:36]=[CH:35][CH:34]=[CH:33][CH:32]=3)=[O:30])[CH:12]=[CH:13][CH:14]=2)=[CH:5][CH:4]=1)[CH2:42][CH3:43])[CH3:40], predict the reactants needed to synthesize it. The reactants are: Cl[CH2:2][C:3]1[CH:38]=[CH:37][C:6]([CH2:7][O:8][C:9]2[CH:10]=[C:11]([C:15]3[C:24]4[C:19](=[C:20]([C:25]([F:28])([F:27])[F:26])[CH:21]=[CH:22][CH:23]=4)[N:18]=[CH:17][C:16]=3[C:29]([C:31]3[CH:36]=[CH:35][CH:34]=[CH:33][CH:32]=3)=[O:30])[CH:12]=[CH:13][CH:14]=2)=[CH:5][CH:4]=1.[CH2:39]([NH:41][CH2:42][CH3:43])[CH3:40]. (4) Given the product [Cl:15][C:16]1[S:20][C:19]([CH2:21][CH2:22][O:23][C:2]2[CH:3]=[C:4]3[N:11]([CH3:12])[C:10]([CH3:14])([CH3:13])[CH2:9][N:5]3[C:6](=[O:8])[N:7]=2)=[CH:18][CH:17]=1, predict the reactants needed to synthesize it. The reactants are: Cl[C:2]1[CH:3]=[C:4]2[N:11]([CH3:12])[C:10]([CH3:14])([CH3:13])[CH2:9][N:5]2[C:6](=[O:8])[N:7]=1.[Cl:15][C:16]1[S:20][C:19]([CH2:21][CH2:22][OH:23])=[CH:18][CH:17]=1.C([O-])([O-])=O.[Cs+].[Cs+]. (5) Given the product [CH:25]1([CH2:24][N:19]2[C:20](=[O:23])[CH2:21][CH2:22][C@H:16]([NH:15][C:14]([C@@H:9]([NH:8][C:43]([C:35]3[O:34][C:38]4[CH:39]=[CH:40][CH:41]=[CH:42][C:37]=4[CH:36]=3)=[O:45])[CH2:10][CH:11]([CH3:13])[CH3:12])=[O:32])[C@@H:17]([OH:31])[CH2:18]2)[CH2:26][CH2:27][CH2:28][CH2:29][CH2:30]1, predict the reactants needed to synthesize it. The reactants are: Cl.C(OC(=O)[NH:8][C@H:9]([C:14](=[O:32])[NH:15][CH:16]1[CH2:22][CH2:21][C:20](=[O:23])[N:19]([CH2:24][CH:25]2[CH2:30][CH2:29][CH2:28][CH2:27][CH2:26]2)[CH2:18][CH:17]1[OH:31])[CH2:10][CH:11]([CH3:13])[CH3:12])(C)(C)C.[O:34]1[C:38]2[CH:39]=[CH:40][CH:41]=[CH:42][C:37]=2[CH:36]=[C:35]1[C:43]([OH:45])=O.ON1C2C=CC=CC=2N=N1.CCN=C=NCCCN(C)C.Cl.C(N(CC)C(C)C)(C)C. (6) Given the product [Br-:20].[CH3:25][O:24][CH2:23][CH2:22][CH2:21][P+:7]([C:4]1[CH:3]=[CH:2][CH:1]=[CH:6][CH:5]=1)([C:14]1[CH:19]=[CH:18][CH:17]=[CH:16][CH:15]=1)[C:8]1[CH:13]=[CH:12][CH:11]=[CH:10][CH:9]=1, predict the reactants needed to synthesize it. The reactants are: [CH:1]1[CH:6]=[CH:5][C:4]([P:7]([C:14]2[CH:19]=[CH:18][CH:17]=[CH:16][CH:15]=2)[C:8]2[CH:13]=[CH:12][CH:11]=[CH:10][CH:9]=2)=[CH:3][CH:2]=1.[Br:20][CH2:21][CH2:22][CH2:23][O:24][CH3:25]. (7) Given the product [Br:18][C:9]1[S:8][C:7]([C:5]2[S:6][C:2]([CH3:1])=[CH:3][CH:4]=2)=[C:11]([C:12]2[S:13][C:14]([CH3:17])=[CH:15][CH:16]=2)[CH:10]=1, predict the reactants needed to synthesize it. The reactants are: [CH3:1][C:2]1[S:6][C:5]([C:7]2[S:8][CH:9]=[CH:10][C:11]=2[C:12]2[S:13][C:14]([CH3:17])=[CH:15][CH:16]=2)=[CH:4][CH:3]=1.[Br:18]N1C(=O)CCC1=O. (8) Given the product [Br:1][C:2]1[CH:24]=[C:5]2[N:6]=[C:7]([CH3:23])[C:8]([CH:18]([OH:28])[C:19]([O:21][CH3:22])=[O:20])=[C:9]([N:10]3[CH2:15][CH2:14][C:13]([CH3:17])([CH3:16])[CH2:12][CH2:11]3)[N:4]2[N:3]=1, predict the reactants needed to synthesize it. The reactants are: [Br:1][C:2]1[CH:24]=[C:5]2[N:6]=[C:7]([CH3:23])[C:8]([CH2:18][C:19]([O:21][CH3:22])=[O:20])=[C:9]([N:10]3[CH2:15][CH2:14][C:13]([CH3:17])([CH3:16])[CH2:12][CH2:11]3)[N:4]2[N:3]=1.CC([OH:28])C.C(=O)=O.C[Si]([N-][Si](C)(C)C)(C)C.[K+].C1(C2ON2S(C2C=CC=CC=2)(=O)=O)C=CC=CC=1. (9) Given the product [NH:19]1[C:20]2[C:25](=[CH:24][CH:23]=[CH:22][CH:21]=2)[CH2:26][CH2:27][CH:18]1[C:13]1[N:14]([CH3:17])[C:15](=[O:16])[C:10]([O:9][C:1](=[O:8])[C:2]2[CH:3]=[CH:4][CH:5]=[CH:6][CH:7]=2)=[C:11]([C:38]([O:40][CH3:41])=[O:39])[N:12]=1, predict the reactants needed to synthesize it. The reactants are: [C:1]([O:9][C:10]1[C:15](=[O:16])[N:14]([CH3:17])[C:13]([CH:18]2[CH2:27][CH2:26][C:25]3[C:20](=[CH:21][CH:22]=[CH:23][CH:24]=3)[N:19]2C(OCC2C=CC=CC=2)=O)=[N:12][C:11]=1[C:38]([O:40][CH3:41])=[O:39])(=[O:8])[C:2]1[CH:7]=[CH:6][CH:5]=[CH:4][CH:3]=1.N1C2C(=CC=CC=2)CCC1C(O)=O. (10) Given the product [CH:39]1([C:37]([NH:36][C:34]2[N:35]=[C:30]3[CH:29]=[CH:28][C:27]([O:26][C:25]4[CH:42]=[CH:43][C:44]([CH3:45])=[C:23]([NH:22][C:8]([C:7]5[N:3]([CH2:1][CH3:2])[N:4]=[CH:5][CH:6]=5)=[O:10])[CH:24]=4)=[N:32][N:31]3[CH:33]=2)=[O:38])[CH2:40][CH2:41]1, predict the reactants needed to synthesize it. The reactants are: [CH2:1]([N:3]1[C:7]([C:8]([OH:10])=O)=[CH:6][CH:5]=[N:4]1)[CH3:2].O1CCCC1.C(Cl)(=O)C(Cl)=O.[NH2:22][C:23]1[CH:24]=[C:25]([CH:42]=[CH:43][C:44]=1[CH3:45])[O:26][C:27]1[CH:28]=[CH:29][C:30]2[N:31]([CH:33]=[C:34]([NH:36][C:37]([CH:39]3[CH2:41][CH2:40]3)=[O:38])[N:35]=2)[N:32]=1.